This data is from TCR-epitope binding with 47,182 pairs between 192 epitopes and 23,139 TCRs. The task is: Binary Classification. Given a T-cell receptor sequence (or CDR3 region) and an epitope sequence, predict whether binding occurs between them. (1) The epitope is VSFIEFVGW. The TCR CDR3 sequence is CASSSRPGELFF. Result: 0 (the TCR does not bind to the epitope). (2) The epitope is VLWAHGFEL. The TCR CDR3 sequence is CASSVGWGANEQFF. Result: 1 (the TCR binds to the epitope). (3) The epitope is VLWAHGFEL. The TCR CDR3 sequence is CASSRQTGGTAEAFF. Result: 0 (the TCR does not bind to the epitope).